Dataset: Catalyst prediction with 721,799 reactions and 888 catalyst types from USPTO. Task: Predict which catalyst facilitates the given reaction. Reactant: Br[C:2]1[CH:7]=[CH:6][N:5]=[C:4]([NH:8][C:9]([CH:11]2[CH2:13][C:12]2([F:15])[F:14])=[O:10])[CH:3]=1.[B:16]1([B:16]2[O:20][C:19]([CH3:22])([CH3:21])[C:18]([CH3:24])([CH3:23])[O:17]2)[O:20][C:19]([CH3:22])([CH3:21])[C:18]([CH3:24])([CH3:23])[O:17]1.CC([O-])=O.[K+]. Product: [F:14][C:12]1([F:15])[CH2:13][CH:11]1[C:9]([NH:8][C:4]1[CH:3]=[C:2]([B:16]2[O:20][C:19]([CH3:22])([CH3:21])[C:18]([CH3:24])([CH3:23])[O:17]2)[CH:7]=[CH:6][N:5]=1)=[O:10]. The catalyst class is: 75.